From a dataset of Retrosynthesis with 50K atom-mapped reactions and 10 reaction types from USPTO. Predict the reactants needed to synthesize the given product. (1) Given the product O=C(O)[C@]12Cc3cnn(-c4ccc(F)cc4)c3C=C1CCN(S(=O)(=O)c1ccc(N3CCOCC3)nc1)C2, predict the reactants needed to synthesize it. The reactants are: COC(=O)[C@]12Cc3cnn(-c4ccc(F)cc4)c3C=C1CCN(S(=O)(=O)c1ccc(N3CCOCC3)nc1)C2. (2) Given the product CCCc1ccc(Oc2cccc(N)n2)c(O)c1, predict the reactants needed to synthesize it. The reactants are: CCCc1ccc(Oc2cccc(N)n2)c(OC)c1. (3) Given the product COc1cc([C@H]2CC[C@@H](OCCCN3C(=O)c4ccccc4C3=O)O2)cc(OC)c1OC, predict the reactants needed to synthesize it. The reactants are: COc1cc(C2CCC(O)O2)cc(OC)c1OC.O=C1c2ccccc2C(=O)N1CCCO. (4) Given the product CCCC(CCC)NC(=O)c1cccc(Br)c1, predict the reactants needed to synthesize it. The reactants are: CCCC(N)CCC.O=C(Cl)c1cccc(Br)c1. (5) Given the product CCCC(=O)c1cnc2c(C)cccc2c1Nc1ccccc1OC, predict the reactants needed to synthesize it. The reactants are: CCCC(=O)c1cnc2c(C)cccc2c1Cl.COc1ccccc1N. (6) Given the product COCOc1cc2c(cc1Cl)CCN(C)CC2c1cccc2ccoc12, predict the reactants needed to synthesize it. The reactants are: CN1CCc2cc(Cl)c(O)cc2C(c2cccc3ccoc23)C1.COCCl. (7) Given the product CC[C@H](NC(=O)CCCCl)C(N)=O, predict the reactants needed to synthesize it. The reactants are: CC[C@H](N)C(N)=O.O=C(Cl)CCCCl. (8) Given the product CC(C)(C)OC(=O)NCCN(C(=O)CCl)C1CN(C(=O)c2ccc(Cl)cc2)CC1O[Si](C)(C)C(C)(C)C, predict the reactants needed to synthesize it. The reactants are: CC(C)(C)OC(=O)NCCNC1CN(C(=O)c2ccc(Cl)cc2)CC1O[Si](C)(C)C(C)(C)C.O=C(Cl)CCl. (9) The reactants are: O=S(=O)(c1ccc(F)cc1)c1ccc(/C=C/c2ccc(F)cc2)nc1. Given the product O=S(=O)(c1ccc(F)cc1)c1ccc(CCc2ccc(F)cc2)nc1, predict the reactants needed to synthesize it. (10) Given the product Nc1ncc(Br)c(N2CCC(Cc3ccccc3)CC2)c1[N+](=O)[O-], predict the reactants needed to synthesize it. The reactants are: Nc1ncc(Br)c(Cl)c1[N+](=O)[O-].c1ccc(CC2CCNCC2)cc1.